This data is from Reaction yield outcomes from USPTO patents with 853,638 reactions. The task is: Predict the reaction yield, written as a fraction of the theoretical maximum amount of product (1.0 means a 100% yield; for example, 0.34 means a 34% yield). The reactants are [Br:1][C:2]1[CH:7]=[CH:6][C:5]([N+:8]([O-:10])=[O:9])=[CH:4][C:3]=1[OH:11].[OH-].[Li+].[CH3:14]OS(OC)(=O)=O. The catalyst is C1COCC1. The product is [Br:1][C:2]1[CH:7]=[CH:6][C:5]([N+:8]([O-:10])=[O:9])=[CH:4][C:3]=1[O:11][CH3:14]. The yield is 1.00.